Task: Predict the product of the given reaction.. Dataset: Forward reaction prediction with 1.9M reactions from USPTO patents (1976-2016) The product is: [CH2:10]([NH:14][C:4](=[O:5])[C:3]([CH3:9])([CH3:8])[CH2:2][OH:1])[CH2:11][CH2:12][CH3:13]. Given the reactants [OH:1][CH2:2][C:3]([CH3:9])([CH3:8])[C:4](OC)=[O:5].[CH2:10]([NH2:14])[CH2:11][CH2:12][CH3:13], predict the reaction product.